The task is: Predict the product of the given reaction.. This data is from Forward reaction prediction with 1.9M reactions from USPTO patents (1976-2016). Given the reactants [F:1][C:2]1[CH:7]=[C:6]([C:8]2[CH:13]=[N:12][CH:11]=[C:10]3[N:14]([CH3:17])[N:15]=[CH:16][C:9]=23)[CH:5]=[CH:4][C:3]=1[NH2:18].[N:19]([C:22]1[CH:27]=[CH:26][CH:25]=[C:24]([C:28]([F:31])([F:30])[F:29])[CH:23]=1)=[C:20]=[O:21], predict the reaction product. The product is: [F:1][C:2]1[CH:7]=[C:6]([C:8]2[CH:13]=[N:12][CH:11]=[C:10]3[N:14]([CH3:17])[N:15]=[CH:16][C:9]=23)[CH:5]=[CH:4][C:3]=1[NH:18][C:20]([NH:19][C:22]1[CH:27]=[CH:26][CH:25]=[C:24]([C:28]([F:29])([F:30])[F:31])[CH:23]=1)=[O:21].